The task is: Predict which catalyst facilitates the given reaction.. This data is from Catalyst prediction with 721,799 reactions and 888 catalyst types from USPTO. (1) Reactant: [O:1]1[CH2:6][CH:5]=[C:4]([C:7]2[C:8]([O:13][CH:14]3[CH2:17][CH:16]([NH:18][C:19](=[O:25])[O:20][C:21]([CH3:24])([CH3:23])[CH3:22])[CH2:15]3)=[N:9][CH:10]=[CH:11][CH:12]=2)[CH2:3][CH2:2]1. Product: [O:1]1[CH2:2][CH2:3][CH:4]([C:7]2[C:8]([O:13][CH:14]3[CH2:15][CH:16]([NH:18][C:19](=[O:25])[O:20][C:21]([CH3:23])([CH3:22])[CH3:24])[CH2:17]3)=[N:9][CH:10]=[CH:11][CH:12]=2)[CH2:5][CH2:6]1. The catalyst class is: 19. (2) Reactant: [Cl:1][C:2]1[CH:3]=[C:4]([C@H:8]([O:22][CH2:23][CH2:24][NH:25][C:26]([O:28][CH3:29])=[O:27])[C@@H:9]2[O:14][CH2:13][CH2:12][N:11](C(OC(C)(C)C)=O)[CH2:10]2)[CH:5]=[CH:6][CH:7]=1.C([O-])(O)=O.[Na+]. Product: [Cl:1][C:2]1[CH:3]=[C:4]([C@@H:8]([C@@H:9]2[O:14][CH2:13][CH2:12][NH:11][CH2:10]2)[O:22][CH2:23][CH2:24][NH:25][C:26](=[O:27])[O:28][CH3:29])[CH:5]=[CH:6][CH:7]=1. The catalyst class is: 137. (3) Reactant: [CH3:1][O:2][C:3]([C@@H:5]1[C@@H:9]([OH:10])[CH2:8][CH2:7][N:6]1[C:11]([O:13][C:14]([CH3:17])([CH3:16])[CH3:15])=[O:12])=[O:4].[CH2:18](Br)[C:19]1[CH:24]=[CH:23][CH:22]=[CH:21][CH:20]=1.[H-].[Na+].[Cl-].[NH4+]. Product: [CH2:18]([O:10][C@H:9]1[CH2:8][CH2:7][N:6]([C:11]([O:13][C:14]([CH3:17])([CH3:16])[CH3:15])=[O:12])[C@@H:5]1[C:3]([O:2][CH3:1])=[O:4])[C:19]1[CH:24]=[CH:23][CH:22]=[CH:21][CH:20]=1. The catalyst class is: 9. (4) Reactant: CN(C)/[CH:3]=[C:4](\[C:15]1[NH:16][CH:17]=[CH:18][N:19]=1)/[C:5]([C:7]1[CH:12]=[CH:11][C:10]([C:13]#[N:14])=[CH:9][CH:8]=1)=O.Cl.[C:22]([NH:25][CH2:26][CH2:27][NH:28][C:29]([O:31][C:32]([CH3:35])([CH3:34])[CH3:33])=[O:30])(=[NH:24])[NH2:23].C([O-])([O-])=O.[Cs+].[Cs+]. The catalyst class is: 37. Product: [C:32]([O:31][C:29]([NH:28][CH2:27][CH2:26][NH:25][C:22]1[N:23]=[C:5]([C:7]2[CH:8]=[CH:9][C:10]([C:13]#[N:14])=[CH:11][CH:12]=2)[C:4]([C:15]2[NH:19][CH:18]=[CH:17][N:16]=2)=[CH:3][N:24]=1)=[O:30])([CH3:35])([CH3:34])[CH3:33]. (5) Reactant: [NH2:1][C:2]1[CH:11]=[C:10]2[C:5]([CH:6]=[C:7]([C:15]3[C:16]([Br:32])=[CH:17][C:18]([F:31])=[C:19]([NH:21][C:22]([NH:24][C:25]4[CH:30]=[CH:29][CH:28]=[CH:27][CH:26]=4)=[O:23])[CH:20]=3)[C:8](=[O:14])[N:9]2[CH2:12][CH3:13])=[CH:4][N:3]=1.[C:33]([CH2:35][C:36](OCC)=[O:37])#[N:34]. Product: [Br:32][C:16]1[CH:17]=[C:18]([F:31])[C:19]([NH:21][C:22]([NH:24][C:25]2[CH:26]=[CH:27][CH:28]=[CH:29][CH:30]=2)=[O:23])=[CH:20][C:15]=1[C:7]1[C:8](=[O:14])[N:9]([CH2:12][CH3:13])[C:10]2[C:5]([CH:6]=1)=[CH:4][N:3]=[C:2]([NH:1][C:36](=[O:37])[CH2:35][C:33]#[N:34])[CH:11]=2. The catalyst class is: 37. (6) Reactant: CC(OC(/N=N/C(OC(C)C)=O)=O)C.[CH3:15][O:16][C:17](=[O:26])[C:18]1[CH:23]=[CH:22][C:21]([OH:24])=[CH:20][C:19]=1[CH3:25].O[CH2:28][CH2:29][CH2:30][CH:31]1[CH2:36][CH2:35][N:34]([C:37]([O:39][C:40]([CH3:43])([CH3:42])[CH3:41])=[O:38])[CH2:33][CH2:32]1.C1C=CC(P(C2C=CC=CC=2)C2C=CC=CC=2)=CC=1. Product: [C:40]([O:39][C:37]([N:34]1[CH2:35][CH2:36][CH:31]([CH2:30][CH2:29][CH2:28][O:24][C:21]2[CH:22]=[CH:23][C:18]([C:17]([O:16][CH3:15])=[O:26])=[C:19]([CH3:25])[CH:20]=2)[CH2:32][CH2:33]1)=[O:38])([CH3:43])([CH3:42])[CH3:41]. The catalyst class is: 1.